This data is from Catalyst prediction with 721,799 reactions and 888 catalyst types from USPTO. The task is: Predict which catalyst facilitates the given reaction. Product: [CH3:1][C:2]1[CH:3]=[C:4]([N:19]2[CH:23]=[C:22]([CH:24]3[CH2:29][CH2:28][CH:27]([C:30]([O:32][CH2:33][CH3:34])=[O:31])[CH2:26][CH2:25]3)[N:21]=[CH:20]2)[CH:5]=[C:6]([NH:8][C:9]2[N:14]=[C:13]([C:15]([F:18])([F:17])[F:16])[CH:12]=[CH:11][N:10]=2)[CH:7]=1. The catalyst class is: 50. Reactant: [CH3:1][C:2]1[CH:3]=[C:4]([N:19]2[CH:23]=[C:22]([C:24]3[CH2:29][CH2:28][CH:27]([C:30]([O:32][CH2:33][CH3:34])=[O:31])[CH2:26][CH:25]=3)[N:21]=[CH:20]2)[CH:5]=[C:6]([NH:8][C:9]2[N:14]=[C:13]([C:15]([F:18])([F:17])[F:16])[CH:12]=[CH:11][N:10]=2)[CH:7]=1.